Dataset: Retrosynthesis with 50K atom-mapped reactions and 10 reaction types from USPTO. Task: Predict the reactants needed to synthesize the given product. (1) The reactants are: CC(C)OC(=O)C(=O)Cl.Cc1nc(C)c(Br)c(Cl)c1Br. Given the product Cc1nc(C)c(C(=O)C(=O)OC(C)C)c(Cl)c1Br, predict the reactants needed to synthesize it. (2) Given the product CCOP(=O)(Cc1noc(-c2cccc(Cl)c2)n1)OCC, predict the reactants needed to synthesize it. The reactants are: CCOP(=O)(CC(N)=NOC(=O)c1cccc(Cl)c1)OCC.